This data is from HIV replication inhibition screening data with 41,000+ compounds from the AIDS Antiviral Screen. The task is: Binary Classification. Given a drug SMILES string, predict its activity (active/inactive) in a high-throughput screening assay against a specified biological target. (1) The molecule is CC(c1ccccc1F)=[N+]1[N-]C(SCc2ccccc2)=[S+][Pd-2]12[S+]=C(SCc1ccccc1)[N-][N+]2=C(C)c1ccccc1F. The result is 0 (inactive). (2) The molecule is CCOC(=O)NC(=O)c1cn(C2OC(CO)C(O)C2O)c(=O)[nH]c1=O. The result is 0 (inactive). (3) The compound is CCCNC(=O)c1nc(SC)sc1NC(=O)c1ccccc1. The result is 0 (inactive).